From a dataset of Forward reaction prediction with 1.9M reactions from USPTO patents (1976-2016). Predict the product of the given reaction. (1) Given the reactants Cl[C:2]1[C:3]([C:9]2[CH:13]=[C:12](C(F)(F)F)[NH:11][N:10]=2)=[N:4][CH:5]=[C:6](Cl)[CH:7]=1.C(=O)([O-])[O-].[K+].[K+].CI.C(OCC)C, predict the reaction product. The product is: [N:4]1[CH:5]=[CH:6][CH:7]=[CH:2][C:3]=1[C:9]1[NH:10][N:11]=[CH:12][CH:13]=1. (2) Given the reactants [Br:1][C:2]1[CH:7]=[C:6]([C:8]([F:11])([F:10])[F:9])[CH:5]=[CH:4][C:3]=1/[CH:12]=[CH:13]/[C:14]([OH:16])=O.[NH2:17][C:18]1[CH:19]=[C:20]2[C:24](=[CH:25][CH:26]=1)[NH:23][CH:22]=[CH:21]2, predict the reaction product. The product is: [Br:1][C:2]1[CH:7]=[C:6]([C:8]([F:9])([F:10])[F:11])[CH:5]=[CH:4][C:3]=1/[CH:12]=[CH:13]/[C:14]([NH:17][C:18]1[CH:19]=[C:20]2[C:24](=[CH:25][CH:26]=1)[NH:23][CH:22]=[CH:21]2)=[O:16]. (3) Given the reactants [NH2:1][C:2]1[CH:7]=[CH:6][N:5]=[C:4]([C:8]([OH:10])=[O:9])[CH:3]=1.[CH3:11]O, predict the reaction product. The product is: [NH2:1][C:2]1[CH:7]=[CH:6][N:5]=[C:4]([C:8]([O:10][CH3:11])=[O:9])[CH:3]=1. (4) Given the reactants [CH:1]1[C:10]2[C:5](=[CH:6][CH:7]=[CH:8][CH:9]=2)[C:4]([CH:11]=[O:12])=[CH:3][N:2]=1.B.CSC, predict the reaction product. The product is: [OH:12][CH2:11][C:4]1[C:5]2[C:10](=[CH:9][CH:8]=[CH:7][CH:6]=2)[CH:1]=[N:2][CH:3]=1. (5) The product is: [CH3:53][O:52][C:49]([C:50]1[CH:42]=[CH:41][C:40]([C:4]2[CH:3]=[C:2]([Cl:1])[C:7]([CH2:8][CH:9]3[CH2:13][CH2:12][N:11]([CH:14]4[CH2:19][CH2:18][CH2:17][CH2:16][CH2:15]4)[C:10]3=[O:20])=[C:6]([Cl:21])[CH:5]=2)=[CH:39][CH:36]=1)=[O:51]. Given the reactants [Cl:1][C:2]1[CH:3]=[C:4](OS(C(F)(F)F)(=O)=O)[CH:5]=[C:6]([Cl:21])[C:7]=1[CH2:8][CH:9]1[CH2:13][CH2:12][N:11]([CH:14]2[CH2:19][CH2:18][CH2:17][CH2:16][CH2:15]2)[C:10]1=[O:20].C(=O)([O-])[O-].[Na+].[Na+].[C:36]([CH2:39][C:40]1C=CC(B(O)O)=[CH:42][CH:41]=1)(O)=O.[C:49]([O:52][CH2:53]C)(=[O:51])[CH3:50], predict the reaction product. (6) Given the reactants C[O:2][CH:3]=[C:4]1[CH2:13][CH2:12][C:7]2(OCC[O:8]2)[CH2:6][CH2:5]1.O.Cl, predict the reaction product. The product is: [O:8]=[C:7]1[CH2:12][CH2:13][CH:4]([CH:3]=[O:2])[CH2:5][CH2:6]1. (7) Given the reactants [F:1][C:2]1[CH:3]=[C:4]([CH:16]=[C:17]([C:19]([F:22])([F:21])[F:20])[CH:18]=1)[CH2:5][CH:6]1[CH2:11][CH:10]([C:12]([O:14][CH3:15])=[O:13])[CH2:9][CH2:8][NH:7]1.CCN(C(C)C)C(C)C.[C:32](Cl)(=[O:35])[O:33][CH3:34], predict the reaction product. The product is: [F:1][C:2]1[CH:3]=[C:4]([CH:16]=[C:17]([C:19]([F:22])([F:20])[F:21])[CH:18]=1)[CH2:5][CH:6]1[CH2:11][CH:10]([C:12]([O:14][CH3:15])=[O:13])[CH2:9][CH2:8][N:7]1[C:32]([O:33][CH3:34])=[O:35]. (8) Given the reactants [I:1][C:2]1[N:3]=[CH:4][NH:5][C:6]=1[I:7].[H-].[Na+].[CH3:10][Si:11]([CH3:18])([CH3:17])[CH2:12][CH2:13][O:14][CH2:15]Cl.O, predict the reaction product. The product is: [I:1][C:2]1[N:3]=[CH:4][N:5]([CH2:15][O:14][CH2:13][CH2:12][Si:11]([CH3:18])([CH3:17])[CH3:10])[C:6]=1[I:7]. (9) Given the reactants [CH2:1]([N:8]1[CH2:13][CH2:12][CH:11]([C:14]2[CH:19]=[CH:18][CH:17]=[C:16]([O:20]CC3C=CC=CC=3)[CH:15]=2)[CH:10]([O:28][CH2:29][C:30]2[CH:39]=[CH:38][C:37]3[C:32](=[CH:33][CH:34]=[CH:35][CH:36]=3)[CH:31]=2)[CH2:9]1)[C:2]1[CH:7]=[CH:6][CH:5]=[CH:4][CH:3]=1.CN(C)C1C=CC=CC=1.[Cl-].[Cl-].[Cl-].[Al+3], predict the reaction product. The product is: [CH2:1]([N:8]1[CH2:13][CH2:12][CH:11]([C:14]2[CH:19]=[CH:18][CH:17]=[C:16]([OH:20])[CH:15]=2)[CH:10]([O:28][CH2:29][C:30]2[CH:39]=[CH:38][C:37]3[C:32](=[CH:33][CH:34]=[CH:35][CH:36]=3)[CH:31]=2)[CH2:9]1)[C:2]1[CH:7]=[CH:6][CH:5]=[CH:4][CH:3]=1. (10) Given the reactants [CH:1]([C:3]1[CH:10]=[CH:9][C:6]([C:7]#[N:8])=[CH:5][CH:4]=1)=[O:2].[CH2:11](O)[CH2:12][OH:13].O.C1(C)C=CC(S(O)(=O)=O)=CC=1, predict the reaction product. The product is: [O:2]1[CH2:11][CH2:12][O:13][CH:1]1[C:3]1[CH:10]=[CH:9][C:6]([C:7]#[N:8])=[CH:5][CH:4]=1.